This data is from Reaction yield outcomes from USPTO patents with 853,638 reactions. The task is: Predict the reaction yield, written as a fraction of the theoretical maximum amount of product (1.0 means a 100% yield; for example, 0.34 means a 34% yield). The reactants are [Br:1][C:2]1[CH:7]=[CH:6][N+:5]([O-])=[C:4]([CH:9]([CH3:11])[CH3:10])[CH:3]=1.[CH2:12]([N:14](CC)CC)C.C[Si](C#N)(C)C. The catalyst is C(#N)C. The product is [Br:1][C:2]1[CH:3]=[C:4]([CH:9]([CH3:11])[CH3:10])[N:5]=[C:6]([C:12]#[N:14])[CH:7]=1. The yield is 0.220.